Dataset: Rat liver microsome stability data. Task: Regression/Classification. Given a drug SMILES string, predict its absorption, distribution, metabolism, or excretion properties. Task type varies by dataset: regression for continuous measurements (e.g., permeability, clearance, half-life) or binary classification for categorical outcomes (e.g., BBB penetration, CYP inhibition). Dataset: rlm. (1) The molecule is COC(=O)CSc1nc(-c2ccccc2)cc(-c2ccco2)c1C#N. The result is 1 (stable in rat liver microsomes). (2) The drug is O=C(COc1cccnc1)NC(c1cccc([N+](=O)[O-])c1)c1cc(Cl)c2cccnc2c1O. The result is 1 (stable in rat liver microsomes).